Dataset: Catalyst prediction with 721,799 reactions and 888 catalyst types from USPTO. Task: Predict which catalyst facilitates the given reaction. (1) Reactant: [CH2:1]([N:3]([CH2:22][CH3:23])[CH2:4][CH2:5][N:6]1[C:10]2[CH:11]=[C:12]([C:19]#[N:20])[CH:13]=[C:14]([C:15]([F:18])([F:17])[F:16])[C:9]=2[NH:8][C:7]1=[O:21])[CH3:2].[F:24][C:25]([F:35])([F:34])[C:26]1[CH:33]=[CH:32][CH:31]=[CH:30][C:27]=1[CH2:28]Br.C(=O)([O-])[O-].[K+].[K+]. Product: [CH2:22]([N:3]([CH2:1][CH3:2])[CH2:4][CH2:5][N:6]1[C:10]2[CH:11]=[C:12]([C:19]#[N:20])[CH:13]=[C:14]([C:15]([F:16])([F:17])[F:18])[C:9]=2[N:8]([CH2:28][C:27]2[CH:30]=[CH:31][CH:32]=[CH:33][C:26]=2[C:25]([F:24])([F:34])[F:35])[C:7]1=[O:21])[CH3:23]. The catalyst class is: 9. (2) Reactant: Cl.[C:2](OCC)(=O)C.[CH:8]1([CH2:11][O:12][C:13]2[CH:39]=[CH:38][C:16]3[CH2:17][CH:18]([C:20]4[N:25]=[CH:24][C:23]([O:26][CH2:27][C@@H:28]([NH:30][C:31](=O)[O:32]C(C)(C)C)[CH3:29])=[CH:22][CH:21]=4)[O:19][C:15]=3[CH:14]=2)[CH2:10][CH2:9]1. Product: [CH:8]1([CH2:11][O:12][C:13]2[CH:39]=[CH:38][C:16]3[CH2:17][CH:18]([C:20]4[N:25]=[CH:24][C:23]([O:26][CH2:27][C@@H:28]([NH:30][C:31](=[O:32])[CH3:2])[CH3:29])=[CH:22][CH:21]=4)[O:19][C:15]=3[CH:14]=2)[CH2:10][CH2:9]1. The catalyst class is: 13. (3) Reactant: C(Cl)(=O)C(Cl)=O.CS(C)=O.[C:11]([O:15][C:16](=[O:26])[NH:17][C@H:18]1[CH2:23][CH2:22][CH2:21][CH2:20][C@@H:19]1[CH2:24][OH:25])([CH3:14])([CH3:13])[CH3:12].CCN(CC)CC. Product: [C:11]([O:15][C:16](=[O:26])[NH:17][C@H:18]1[CH2:23][CH2:22][CH2:21][CH2:20][C@@H:19]1[CH:24]=[O:25])([CH3:14])([CH3:12])[CH3:13]. The catalyst class is: 34. (4) The catalyst class is: 43. Reactant: [N:1]1([CH2:6][C:7]([N:9]2[CH2:13][C:12](=[CH:14][C:15]3[CH:20]=[CH:19][C:18]([F:21])=[CH:17][CH:16]=3)[CH2:11][C@H:10]2[C:22]([NH:24][C:25]2[CH:30]=[CH:29][C:28]([O:31][C:32]3[CH:37]=[CH:36][C:35]([F:38])=[CH:34][CH:33]=3)=[CH:27][CH:26]=2)=[O:23])=[O:8])[CH:5]=[N:4][CH:3]=[N:2]1. Product: [N:1]1([CH2:6][C:7]([N:9]2[CH2:13][C@@H:12]([CH2:14][C:15]3[CH:20]=[CH:19][C:18]([F:21])=[CH:17][CH:16]=3)[CH2:11][C@H:10]2[C:22]([NH:24][C:25]2[CH:30]=[CH:29][C:28]([O:31][C:32]3[CH:33]=[CH:34][C:35]([F:38])=[CH:36][CH:37]=3)=[CH:27][CH:26]=2)=[O:23])=[O:8])[CH:5]=[N:4][CH:3]=[N:2]1. (5) Reactant: [N:1]1[O:2][N:3]=[C:4]2[C:9]([CH:10]=O)=[CH:8][CH:7]=[CH:6][C:5]=12.[NH2:12][C:13]1[CH:17]=[CH:16][NH:15][N:14]=1. Product: [N:1]1[O:2][N:3]=[C:4]2[C:9]([CH:10]3[C:4]([C:5]#[N:1])=[C:9]([CH3:8])[NH:12][C:13]4=[N:14][NH:15][CH:16]=[C:17]34)=[CH:8][CH:7]=[CH:6][C:5]=12. The catalyst class is: 13. (6) Reactant: [Cl-].O[NH3+:3].[C:4](=[O:7])([O-])[OH:5].[Na+].CS(C)=O.[Si]([O:20][CH:21]([CH:58]([F:60])[F:59])[CH2:22][O:23][C@H:24]1[CH2:29][CH2:28][C@H:27]([N:30]2[C:35](=[O:36])[C:34]([CH2:37][C:38]3[CH:43]=[CH:42][C:41]([C:44]4[C:45]([C:50]#[N:51])=[CH:46][CH:47]=[CH:48][CH:49]=4)=[CH:40][CH:39]=3)=[C:33]([CH2:52][CH2:53][CH3:54])[N:32]3[N:55]=[CH:56][N:57]=[C:31]23)[CH2:26][CH2:25]1)(C(C)(C)C)(C)C. Product: [F:60][CH:58]([F:59])[CH:21]([OH:20])[CH2:22][O:23][C@H:24]1[CH2:25][CH2:26][C@H:27]([N:30]2[C:35](=[O:36])[C:34]([CH2:37][C:38]3[CH:43]=[CH:42][C:41]([C:44]4[CH:49]=[CH:48][CH:47]=[CH:46][C:45]=4[C:50]4[NH:51][C:4](=[O:7])[O:5][N:3]=4)=[CH:40][CH:39]=3)=[C:33]([CH2:52][CH2:53][CH3:54])[N:32]3[N:55]=[CH:56][N:57]=[C:31]23)[CH2:28][CH2:29]1. The catalyst class is: 69.